From a dataset of Forward reaction prediction with 1.9M reactions from USPTO patents (1976-2016). Predict the product of the given reaction. Given the reactants [CH:1]([C:5]1[CH:10]=[CH:9][C:8]([OH:11])=[CH:7][CH:6]=1)([CH2:3][CH3:4])[CH3:2].[C:12](=O)([O-])[O-].[K+].[K+].CI.O, predict the reaction product. The product is: [CH:1]([C:5]1[CH:6]=[CH:7][C:8]([O:11][CH3:12])=[CH:9][CH:10]=1)([CH2:3][CH3:4])[CH3:2].